From a dataset of Reaction yield outcomes from USPTO patents with 853,638 reactions. Predict the reaction yield, written as a fraction of the theoretical maximum amount of product (1.0 means a 100% yield; for example, 0.34 means a 34% yield). (1) The reactants are [CH3:1][O:2][C:3]([C:5]1[N:6]([CH3:15])[N:7]=[C:8]2[C:13]=1[CH:12]=[CH:11][CH:10]=[C:9]2Br)=[O:4].[Cl:16][C:17]1[CH:22]=[C:21]([Cl:23])[CH:20]=[CH:19][C:18]=1B(O)O.COCCOC.C([O-])([O-])=O.[Na+].[Na+]. The catalyst is [Pd].C1(P(C2C=CC=CC=2)C2C=CC=CC=2)C=CC=CC=1.C1(P(C2C=CC=CC=2)C2C=CC=CC=2)C=CC=CC=1.C1(P(C2C=CC=CC=2)C2C=CC=CC=2)C=CC=CC=1.C1(P(C2C=CC=CC=2)C2C=CC=CC=2)C=CC=CC=1.C(OCC)(=O)C. The product is [CH3:1][O:2][C:3]([C:5]1[N:6]([CH3:15])[N:7]=[C:8]2[C:13]=1[CH:12]=[CH:11][CH:10]=[C:9]2[C:20]1[CH:19]=[CH:18][C:17]([Cl:16])=[CH:22][C:21]=1[Cl:23])=[O:4]. The yield is 0.620. (2) The reactants are [NH:1]1[C:5](=[O:6])[CH2:4][C:3](=[O:7])[NH:2]1.[CH3:8][C:9]1[C:16]([CH3:17])=[C:15]([O:18][CH2:19][CH2:20][CH3:21])[CH:14]=[CH:13][C:10]=1[CH:11]=O.[C:22](O)(=[O:24])[CH3:23]. The catalyst is C(OC(=O)C)(=O)C. The product is [C:22]([N:1]1[C:5](=[O:6])[C:4](=[CH:11][C:10]2[CH:13]=[CH:14][C:15]([O:18][CH2:19][CH2:20][CH3:21])=[C:16]([CH3:17])[C:9]=2[CH3:8])[C:3](=[O:7])[NH:2]1)(=[O:24])[CH3:23]. The yield is 0.160.